Task: Predict the product of the given reaction.. Dataset: Forward reaction prediction with 1.9M reactions from USPTO patents (1976-2016) Given the reactants C(N(CC)CC)C.[C:8]([NH:15][C@H:16]([CH:20]=[O:21])[CH:17]([CH3:19])[CH3:18])([O:10][C:11]([CH3:14])([CH3:13])[CH3:12])=[O:9].CC(C)(O)C#N.[C:28](OC(OC(C)(C)C)=O)([O:30]C(C)(C)C)=[O:29], predict the reaction product. The product is: [OH:21][CH:20]([C@@H:16]([NH:15][C:8]([O:10][C:11]([CH3:13])([CH3:12])[CH3:14])=[O:9])[CH:17]([CH3:18])[CH3:19])[C:28]([OH:30])=[O:29].